From a dataset of Forward reaction prediction with 1.9M reactions from USPTO patents (1976-2016). Predict the product of the given reaction. (1) Given the reactants [CH3:1][O:2][C:3]([C:5]1[S:6][C:7]([N+]([O-])=O)=[C:8]([S:10]([C:13]2[CH:14]=[N:15][C:16]([Br:20])=[C:17]([Cl:19])[CH:18]=2)(=[O:12])=[O:11])[CH:9]=1)=[O:4].[CH3:24][S-:25].[Na+].C(O)(=O)C, predict the reaction product. The product is: [CH3:1][O:2][C:3]([C:5]1[S:6][C:7]([S:25][CH3:24])=[C:8]([S:10]([C:13]2[CH:14]=[N:15][C:16]([Br:20])=[C:17]([Cl:19])[CH:18]=2)(=[O:12])=[O:11])[CH:9]=1)=[O:4]. (2) Given the reactants [P:1]([O-:30])([O-:29])([O:3][CH2:4][N:5]1[C:14]2[C:9](=[C:10]([F:19])[CH:11]=[CH:12][C:13]=2[O:15][CH2:16][CH2:17][CH3:18])[C:8](=[O:20])[C:7]([C:21]2[CH:26]=[CH:25][C:24]([O:27][CH3:28])=[CH:23][CH:22]=2)=[CH:6]1)=[O:2].[OH-].[K+:32], predict the reaction product. The product is: [K+:32].[K+:32].[P:1]([O-:30])([O-:29])([O:3][CH2:4][N:5]1[C:14]2[C:9](=[C:10]([F:19])[CH:11]=[CH:12][C:13]=2[O:15][CH2:16][CH2:17][CH3:18])[C:8](=[O:20])[C:7]([C:21]2[CH:22]=[CH:23][C:24]([O:27][CH3:28])=[CH:25][CH:26]=2)=[CH:6]1)=[O:2]. (3) The product is: [CH3:30][S:27]([C:24]1[CH:23]=[CH:22][C:21]([CH2:20][O:19][C:16]2[CH:15]=[CH:14][C:13]([C:9]3[C:8]([NH2:7])=[CH:12][O:11][N:10]=3)=[CH:18][CH:17]=2)=[CH:26][CH:25]=1)(=[O:28])=[O:29]. Given the reactants C(OC(=O)[NH:7][C:8]1[C:9]([C:13]2[CH:18]=[CH:17][C:16]([O:19][CH2:20][C:21]3[CH:26]=[CH:25][C:24]([S:27]([CH3:30])(=[O:29])=[O:28])=[CH:23][CH:22]=3)=[CH:15][CH:14]=2)=[N:10][O:11][CH:12]=1)(C)(C)C, predict the reaction product. (4) The product is: [NH2:39][C:37]1[CH:38]=[CH:33][CH:34]=[CH:35][C:36]=1[NH:41][C:17](=[O:18])[C:16]1[CH:15]=[CH:14][C:13]([CH2:12][NH:11][C:1]23[CH2:8][CH:7]4[CH2:6][CH:5]([CH2:4][CH:3]([CH2:9]4)[CH2:2]2)[CH2:10]3)=[CH:21][CH:20]=1. Given the reactants [C:1]12([NH:11][CH2:12][C:13]3[CH:21]=[CH:20][C:16]([C:17](O)=[O:18])=[CH:15][CH:14]=3)[CH2:10][CH:5]3[CH2:6][CH:7]([CH2:9][CH:3]([CH2:4]3)[CH2:2]1)[CH2:8]2.CCN=C=NCCCN(C)C.[CH:33]1[CH:34]=[CH:35][C:36]2[N:41](O)N=[N:39][C:37]=2[CH:38]=1.C1(N)C=CC=CC=1N.C(N(CC)CC)C, predict the reaction product. (5) Given the reactants [CH2:1]1[CH2:24][O:23][C:3]2([CH2:8][CH2:7][C@H:6]3[C@H:9]4[C@H:19]([CH2:20][CH2:21][C@:4]23[CH3:5])[C@:17]2([CH3:18])[C:12]([CH2:13][C@@H:14]([OH:22])[CH:15]=[CH:16]2)=[CH:11][CH2:10]4)[O:2]1.[C:25](OC(=O)C)(=[O:27])[CH3:26], predict the reaction product. The product is: [C:25]([O:22][C@H:14]1[CH:15]=[CH:16][C@@:17]2([CH3:18])[C:12](=[CH:11][CH2:10][C@@H:9]3[C@@H:19]2[CH2:20][CH2:21][C@@:4]2([CH3:5])[C@H:6]3[CH2:7][CH2:8][C:3]32[O:2][CH2:1][CH2:24][O:23]3)[CH2:13]1)(=[O:27])[CH3:26]. (6) Given the reactants [CH2:1]([N:3]1[C:7]([C:8](Cl)=[O:9])=[C:6]([CH3:11])[C:5]([C:12]2[CH:17]=[CH:16][C:15]([O:18][CH2:19][C:20]3[CH:25]=[CH:24][CH:23]=[CH:22][C:21]=3[N:26]3[C:30](=[O:31])[N:29]([CH3:32])[N:28]=[N:27]3)=[C:14]([CH3:33])[CH:13]=2)=[N:4]1)[CH3:2].C[N:35]1C(C(Cl)=O)=C(C)C(C2C=CC(OCC3C=CC=CC=3N3C(=O)N(C)N=N3)=C(C)C=2)=N1, predict the reaction product. The product is: [CH3:33][C:14]1[CH:13]=[C:12]([C:5]2[C:6]([CH3:11])=[C:7]([C:8]([NH2:35])=[O:9])[N:3]([CH2:1][CH3:2])[N:4]=2)[CH:17]=[CH:16][C:15]=1[O:18][CH2:19][C:20]1[CH:25]=[CH:24][CH:23]=[CH:22][C:21]=1[N:26]1[C:30](=[O:31])[N:29]([CH3:32])[N:28]=[N:27]1.